From a dataset of Full USPTO retrosynthesis dataset with 1.9M reactions from patents (1976-2016). Predict the reactants needed to synthesize the given product. (1) Given the product [O:24]1[C:33]2[CH:34]=[CH:35][CH:36]=[CH:37][C:18]=2[CH:16]([CH2:19][O:1][N:2]2[C:7]([CH3:9])([CH3:8])[CH2:6][CH2:5][CH2:4][C:3]2([CH3:12])[CH3:11])[CH2:17]1, predict the reactants needed to synthesize it. The reactants are: [OH:1][N:2]1[C:7]([CH3:9])([CH3:8])[CH2:6][CH:5](O)[CH2:4][C:3]1([CH3:12])[CH3:11].N(O[C:16]([CH3:19])([CH3:18])[CH3:17])=O.CC([O:24]NC1C=CC=CC=1)C=C.N1[CH:37]=[CH:36][CH:35]=[CH:34][CH:33]=1. (2) Given the product [CH3:6][N:5]([CH3:7])[C:4]1[CH:3]=[C:2]([C:12]([F:19])([F:18])[C:13]([O:15][CH2:16][CH3:17])=[O:14])[CH:10]=[CH:9][CH:8]=1, predict the reactants needed to synthesize it. The reactants are: I[C:2]1[CH:3]=[C:4]([CH:8]=[CH:9][CH:10]=1)[N:5]([CH3:7])[CH3:6].Br[C:12]([F:19])([F:18])[C:13]([O:15][CH2:16][CH3:17])=[O:14]. (3) The reactants are: C([O:3][C:4](=[O:35])[CH2:5][C:6]1[CH:11]=[CH:10][C:9]([O:12][CH3:13])=[C:8]([C:14]2[C:19]([CH2:20][N:21]([CH2:32][CH3:33])[C:22]([NH:24][CH2:25][C:26]3[CH:31]=[CH:30][CH:29]=[CH:28][CH:27]=3)=[O:23])=[CH:18][C:17]([CH3:34])=[CH:16][N:15]=2)[CH:7]=1)C.[Li+].[OH-]. Given the product [CH2:25]([NH:24][C:22](=[O:23])[N:21]([CH2:20][C:19]1[C:14]([C:8]2[CH:7]=[C:6]([CH2:5][C:4]([OH:35])=[O:3])[CH:11]=[CH:10][C:9]=2[O:12][CH3:13])=[N:15][CH:16]=[C:17]([CH3:34])[CH:18]=1)[CH2:32][CH3:33])[C:26]1[CH:27]=[CH:28][CH:29]=[CH:30][CH:31]=1, predict the reactants needed to synthesize it. (4) Given the product [Cl:1][C:2]1[N:7]=[C:6]([N:19]2[CH:12]3[CH2:18][CH2:17][CH:16]2[CH2:15][O:14][CH2:13]3)[CH:5]=[C:4]([CH2:9][Cl:10])[N:3]=1, predict the reactants needed to synthesize it. The reactants are: [Cl:1][C:2]1[N:7]=[C:6](Cl)[CH:5]=[C:4]([CH2:9][Cl:10])[N:3]=1.Cl.[CH:12]12[NH:19][CH:16]([CH2:17][CH2:18]1)[CH2:15][O:14][CH2:13]2.C(N(CC)CC)C. (5) Given the product [NH2:29][C:23]1[C:24]([NH:28][S:40]([CH2:38][CH3:39])(=[O:42])=[O:41])=[C:25]([NH2:27])[N:26]=[C:21]([C:6]2[C:5]([CH3:30])=[C:4]([CH:1]3[CH2:3][CH2:2]3)[N:8]([CH2:9][C:10]3[C:15]([F:16])=[CH:14][C:13]([O:17][CH2:18][CH3:19])=[CH:12][C:11]=3[F:20])[N:7]=2)[N:22]=1, predict the reactants needed to synthesize it. The reactants are: [CH:1]1([C:4]2[N:8]([CH2:9][C:10]3[C:15]([F:16])=[CH:14][C:13]([O:17][CH2:18][CH3:19])=[CH:12][C:11]=3[F:20])[N:7]=[C:6]([C:21]3[N:26]=[C:25]([NH2:27])[C:24]([NH2:28])=[C:23]([NH2:29])[N:22]=3)[C:5]=2[CH3:30])[CH2:3][CH2:2]1.C(N(CC)CC)C.[CH2:38]([S:40](Cl)(=[O:42])=[O:41])[CH3:39]. (6) Given the product [S:10]1[C:4]2[C:5](=[N:6][CH:7]=[CH:2][N:3]=2)[N:8]=[C:9]1[NH:11][C:12]1[NH:13][CH2:14][C:15]2([CH2:21][N:20]3[CH2:19][CH2:18][CH:17]2[CH2:23][CH2:22]3)[N:16]=1, predict the reactants needed to synthesize it. The reactants are: Br[C:2]1[N:3]=[C:4]2[S:10][C:9]([NH:11][C:12]3[NH:13][CH2:14][C:15]4([CH2:21][N:20]5[CH2:22][CH2:23][CH:17]4[CH2:18][CH2:19]5)[N:16]=3)=[N:8][C:5]2=[N:6][CH:7]=1. (7) Given the product [F:27][C:24]1[CH:25]=[CH:26][C:21]([C:13]2[C:12]([CH2:11][O:10][C:7]3[CH:8]=[CH:9][C:4]([C:3]([NH:32][CH:29]([CH3:31])[CH3:30])=[O:28])=[CH:5][N:6]=3)=[C:16]([C:17]([F:18])([F:20])[F:19])[O:15][N:14]=2)=[CH:22][CH:23]=1, predict the reactants needed to synthesize it. The reactants are: CO[C:3](=[O:28])[C:4]1[CH:9]=[CH:8][C:7]([O:10][CH2:11][C:12]2[C:13]([C:21]3[CH:26]=[CH:25][C:24]([F:27])=[CH:23][CH:22]=3)=[N:14][O:15][C:16]=2[C:17]([F:20])([F:19])[F:18])=[N:6][CH:5]=1.[CH:29]([NH2:32])([CH3:31])[CH3:30].